This data is from Full USPTO retrosynthesis dataset with 1.9M reactions from patents (1976-2016). The task is: Predict the reactants needed to synthesize the given product. (1) Given the product [CH3:25][S:22]([NH:21][C:18]1[CH:19]=[CH:20][C:15]([C:13]2[CH:12]=[CH:11][C:3]([C:4]([O:6][C:7]([CH3:10])([CH3:9])[CH3:8])=[O:5])=[C:2]([NH:1][C:33]3[CH:38]=[CH:37][CH:36]=[CH:35][C:34]=3[CH3:39])[CH:14]=2)=[CH:16][CH:17]=1)(=[O:24])=[O:23], predict the reactants needed to synthesize it. The reactants are: [NH2:1][C:2]1[CH:14]=[C:13]([C:15]2[CH:20]=[CH:19][C:18]([NH:21][S:22]([CH3:25])(=[O:24])=[O:23])=[CH:17][CH:16]=2)[CH:12]=[CH:11][C:3]=1[C:4]([O:6][C:7]([CH3:10])([CH3:9])[CH3:8])=[O:5].C(=O)([O-])[O-].[Cs+].[Cs+].I[C:33]1[CH:38]=[CH:37][CH:36]=[CH:35][C:34]=1[CH3:39].C1(P(C2CCCCC2)C2C=CC=CC=2C2C(C(C)C)=CC(C(C)C)=CC=2C(C)C)CCCCC1.C(O)(=O)CC(CC(O)=O)(C(O)=O)O. (2) Given the product [O:9]=[C:8]([N:10]1[CH2:15][CH2:14][N:13]([CH2:16][C:17](=[O:23])[N:18]2[CH2:19][CH2:20][CH2:21][CH2:22]2)[CH2:12][CH2:11]1)[CH2:7][C:5]1[N:6]=[C:2]([NH:1][C:30]([C:28]2[S:29][C:25]([CH3:24])=[CH:26][CH:27]=2)=[O:31])[S:3][CH:4]=1, predict the reactants needed to synthesize it. The reactants are: [NH2:1][C:2]1[S:3][CH:4]=[C:5]([CH2:7][C:8]([N:10]2[CH2:15][CH2:14][N:13]([CH2:16][C:17](=[O:23])[N:18]3[CH2:22][CH2:21][CH2:20][CH2:19]3)[CH2:12][CH2:11]2)=[O:9])[N:6]=1.[CH3:24][C:25]1[S:29][C:28]([C:30](O)=[O:31])=[CH:27][CH:26]=1. (3) The reactants are: [Cl:1][C:2]1[C:7]([N+:8]([O-:10])=[O:9])=[C:6](Cl)[N:5]=[C:4]([S:12][CH3:13])[N:3]=1.CC[N:16](CC)CC.N. Given the product [NH2:16][C:6]1[C:7]([N+:8]([O-:10])=[O:9])=[C:2]([Cl:1])[N:3]=[C:4]([S:12][CH3:13])[N:5]=1, predict the reactants needed to synthesize it. (4) Given the product [C:8]12([CH:7]([C:22]3[O:23][C:24]([CH3:27])=[CH:25][CH:26]=3)[NH:6][C:4](=[O:5])[C:3]3[C:28]([CH3:32])=[CH:29][CH:30]=[CH:31][C:2]=3[CH3:1])[NH:14][CH:11]([CH2:10][CH2:9]1)[CH2:12][CH2:13]2, predict the reactants needed to synthesize it. The reactants are: [CH3:1][C:2]1[CH:31]=[CH:30][CH:29]=[C:28]([CH3:32])[C:3]=1[C:4]([NH:6][CH:7]([C:22]1[O:23][C:24]([CH3:27])=[CH:25][CH:26]=1)[C:8]12[N:14](C(OC(C)(C)C)=O)[CH:11]([CH2:12][CH2:13]1)[CH2:10][CH2:9]2)=[O:5].Cl.C([O-])(O)=O.[Na+].[Na+].[Cl-]. (5) Given the product [CH3:22][O:23][C:24](=[O:42])[C:25]([N:27]1[CH:31]=[C:30]([C:2]2[CH:3]=[C:4]3[C:10]([C@@H:11]([C:13]4[C:18]([Cl:19])=[CH:17][CH:16]=[C:15]([F:20])[C:14]=4[Cl:21])[CH3:12])=[CH:9][NH:8][C:5]3=[N:6][CH:7]=2)[CH:29]=[N:28]1)([CH3:41])[CH3:26], predict the reactants needed to synthesize it. The reactants are: Br[C:2]1[CH:3]=[C:4]2[C:10]([C@@H:11]([C:13]3[C:18]([Cl:19])=[CH:17][CH:16]=[C:15]([F:20])[C:14]=3[Cl:21])[CH3:12])=[CH:9][NH:8][C:5]2=[N:6][CH:7]=1.[CH3:22][O:23][C:24](=[O:42])[C:25]([CH3:41])([N:27]1[CH:31]=[C:30](B2OC(C)(C)C(C)(C)O2)[CH:29]=[N:28]1)[CH3:26].